Predict the reactants needed to synthesize the given product. From a dataset of Full USPTO retrosynthesis dataset with 1.9M reactions from patents (1976-2016). Given the product [CH2:1]([O:3][C:4](=[O:17])[C@@H:5]([O:15][CH3:16])[CH2:6][C:7]1[CH:12]=[CH:11][C:10]([O:13][CH2:19][CH2:20][CH2:21][O:22][C:23]2[CH:28]=[CH:27][C:26]([C:29]3[CH:34]=[CH:33][CH:32]=[CH:31][CH:30]=3)=[CH:25][CH:24]=2)=[C:9]([CH3:14])[CH:8]=1)[CH3:2], predict the reactants needed to synthesize it. The reactants are: [CH2:1]([O:3][C:4](=[O:17])[CH:5]([O:15][CH3:16])[CH2:6][C:7]1[CH:12]=[CH:11][C:10]([OH:13])=[C:9]([CH3:14])[CH:8]=1)[CH3:2].Br[CH2:19][CH2:20][CH2:21][O:22][C:23]1[CH:28]=[CH:27][C:26]([C:29]2[CH:34]=[CH:33][CH:32]=[CH:31][CH:30]=2)=[CH:25][CH:24]=1.